From a dataset of Forward reaction prediction with 1.9M reactions from USPTO patents (1976-2016). Predict the product of the given reaction. Given the reactants Br[C:2]1[CH:9]=[C:8]([N:10]2[C:14]3=[N:15][CH:16]=[CH:17][C:18]([C:19]4[CH:20]=[N:21][C:22]5[C:27]([CH:28]=4)=[CH:26][CH:25]=[CH:24][CH:23]=5)=[C:13]3[C:12]([CH3:29])=[CH:11]2)[CH:7]=[CH:6][C:3]=1[C:4]#[N:5].[NH2:30][CH2:31][CH2:32][CH2:33][CH2:34][OH:35], predict the reaction product. The product is: [OH:35][CH2:34][CH2:33][CH2:32][CH2:31][NH:30][C:2]1[CH:9]=[C:8]([N:10]2[C:14]3=[N:15][CH:16]=[CH:17][C:18]([C:19]4[CH:20]=[N:21][C:22]5[C:27]([CH:28]=4)=[CH:26][CH:25]=[CH:24][CH:23]=5)=[C:13]3[C:12]([CH3:29])=[CH:11]2)[CH:7]=[CH:6][C:3]=1[C:4]#[N:5].